Dataset: Forward reaction prediction with 1.9M reactions from USPTO patents (1976-2016). Task: Predict the product of the given reaction. The product is: [NH2:1][C:2]1[CH:10]=[C:9]([N+:11]([O-:13])=[O:12])[CH:8]=[CH:7][C:3]=1[CH2:4][OH:5]. Given the reactants [NH2:1][C:2]1[CH:10]=[C:9]([N+:11]([O-:13])=[O:12])[CH:8]=[CH:7][C:3]=1[C:4](O)=[O:5].B.C1COCC1, predict the reaction product.